Dataset: Full USPTO retrosynthesis dataset with 1.9M reactions from patents (1976-2016). Task: Predict the reactants needed to synthesize the given product. (1) Given the product [CH:1]1([N:6]2[CH2:12][C:11]3([CH2:14][CH2:13]3)[C:10](=[O:15])[N:9]([CH3:16])[C:8]3[CH:17]=[N:18][C:19]([NH:21][C:22]4[CH:30]=[CH:29][C:25]([C:26]([NH:63][N:64]5[CH2:69][CH2:68][N:67]([CH3:70])[CH2:66][CH2:65]5)=[O:27])=[CH:24][C:23]=4[F:31])=[N:20][C:7]2=3)[CH2:5][CH2:4][CH2:3][CH2:2]1, predict the reactants needed to synthesize it. The reactants are: [CH:1]1([N:6]2[CH2:12][C:11]3([CH2:14][CH2:13]3)[C:10](=[O:15])[N:9]([CH3:16])[C:8]3[CH:17]=[N:18][C:19]([NH:21][C:22]4[CH:30]=[CH:29][C:25]([C:26](O)=[O:27])=[CH:24][C:23]=4[F:31])=[N:20][C:7]2=3)[CH2:5][CH2:4][CH2:3][CH2:2]1.CCN(C(C)C)C(C)C.CN(C(ON1N=NC2C=CC=CC1=2)=[N+](C)C)C.[B-](F)(F)(F)F.[NH2:63][N:64]1[CH2:69][CH2:68][N:67]([CH3:70])[CH2:66][CH2:65]1. (2) Given the product [C:2]1([CH:8]2[CH2:12][CH2:11][N:10]([C:23]([Cl:22])=[O:25])[CH2:9]2)[CH:7]=[CH:6][CH:5]=[CH:4][CH:3]=1, predict the reactants needed to synthesize it. The reactants are: Cl.[C:2]1([CH:8]2[CH2:12][CH2:11][NH:10][CH2:9]2)[CH:7]=[CH:6][CH:5]=[CH:4][CH:3]=1.C(N(CC)C(C)C)(C)C.[Cl:22][C:23](Cl)([O:25]C(=O)OC(Cl)(Cl)Cl)Cl. (3) Given the product [Cl:11][C:4]1[N:3]=[C:2]([C:16]2[NH:17][C:18]3[C:14]([CH:15]=2)=[C:13]([F:12])[CH:21]=[CH:20][CH:19]=3)[C:7]([CH2:8][CH2:9][OH:10])=[CH:6][CH:5]=1, predict the reactants needed to synthesize it. The reactants are: Cl[C:2]1[C:7]([CH2:8][CH2:9][OH:10])=[CH:6][CH:5]=[C:4]([Cl:11])[N:3]=1.[F:12][C:13]1[CH:21]=[CH:20][CH:19]=[C:18]2[C:14]=1[CH:15]=[C:16](B1OC(C)(C)C(C)(C)O1)[NH:17]2. (4) Given the product [CH3:30][C:27]1[CH:26]=[C:25]([C:23]([C:6]2[CH:11]=[CH:10][CH:9]=[CH:8][C:7]=2[CH2:12][O:13][CH:14]2[CH2:19][CH2:18][CH2:17][CH2:16][O:15]2)=[O:24])[O:29][N:28]=1, predict the reactants needed to synthesize it. The reactants are: [Mg].BrCC.Br[C:6]1[CH:11]=[CH:10][CH:9]=[CH:8][C:7]=1[CH2:12][O:13][CH:14]1[CH2:19][CH2:18][CH2:17][CH2:16][O:15]1.CON(C)[C:23]([C:25]1[O:29][N:28]=[C:27]([CH3:30])[CH:26]=1)=[O:24]. (5) Given the product [OH:55][C@@H:54]([C@@H:45]1[C@H:44]([O:43][C:41]([O:40][CH:38]([O:37][C:35](=[O:36])[C:34]2[CH:61]=[CH:62][C:31]([NH:30][C:28]([C@H:9]3[C@H:8]([C:4]4[CH:5]=[CH:6][CH:7]=[C:2]([Cl:1])[C:3]=4[F:65])[C@:12]([C:15]4[CH:20]=[CH:19][C:18]([Cl:21])=[CH:17][C:16]=4[F:22])([C:13]#[N:14])[C@H:11]([CH2:23][C:24]([CH3:27])([CH3:26])[CH3:25])[NH:10]3)=[O:29])=[C:32]([O:63][CH3:64])[CH:33]=2)[CH3:39])=[O:42])[C@@H:48]([OH:49])[C@@H:47]([OH:51])[O:46]1)[CH2:58][OH:57], predict the reactants needed to synthesize it. The reactants are: [Cl:1][C:2]1[C:3]([F:65])=[C:4]([C@@H:8]2[C@:12]([C:15]3[CH:20]=[CH:19][C:18]([Cl:21])=[CH:17][C:16]=3[F:22])([C:13]#[N:14])[C@H:11]([CH2:23][C:24]([CH3:27])([CH3:26])[CH3:25])[NH:10][C@H:9]2[C:28]([NH:30][C:31]2[CH:62]=[CH:61][C:34]([C:35]([O:37][CH:38]([O:40][C:41]([O:43][C@@H:44]3[C@H:48]4[O:49]C(C)(C)[O:51][C@H:47]4[O:46][C@@H:45]3[C@H:54]3[CH2:58][O:57]C(C)(C)[O:55]3)=[O:42])[CH3:39])=[O:36])=[CH:33][C:32]=2[O:63][CH3:64])=[O:29])[CH:5]=[CH:6][CH:7]=1.FC(F)(F)C(O)=O.O.